From a dataset of Full USPTO retrosynthesis dataset with 1.9M reactions from patents (1976-2016). Predict the reactants needed to synthesize the given product. (1) Given the product [C:28]1([S:34][C:35]2[CH:40]=[CH:39][CH:38]=[CH:37][C:36]=2[CH:41]=[CH2:2])[CH:33]=[CH:32][CH:31]=[CH:30][CH:29]=1, predict the reactants needed to synthesize it. The reactants are: [I-].[CH3:2][P+](C1C=CC=CC=1)(C1C=CC=CC=1)C1C=CC=CC=1.CC(C)([O-])C.[K+].[C:28]1([S:34][C:35]2[CH:40]=[CH:39][CH:38]=[CH:37][C:36]=2[CH:41]=O)[CH:33]=[CH:32][CH:31]=[CH:30][CH:29]=1.C(=O)(O)[O-].[Na+]. (2) Given the product [Cl:1][C:2]1[CH:7]=[CH:6][C:5]([S:8]([N:11]([CH2:39][C:40]2[CH:41]=[CH:42][C:43]([C:44]([O:46][C:47]([CH3:50])([CH3:49])[CH3:48])=[O:45])=[CH:51][CH:52]=2)[CH:12]([C:16]2[CH:17]=[C:18]([F:23])[CH:19]=[C:20]([F:22])[CH:21]=2)[C:13]([NH2:15])=[O:14])(=[O:9])=[O:10])=[CH:4][CH:3]=1, predict the reactants needed to synthesize it. The reactants are: [Cl:1][C:2]1[CH:7]=[CH:6][C:5]([S:8]([NH:11][CH:12]([C:16]2[CH:21]=[C:20]([F:22])[CH:19]=[C:18]([F:23])[CH:17]=2)[C:13]([NH2:15])=[O:14])(=[O:10])=[O:9])=[CH:4][CH:3]=1.CC(OC(/N=N/C(OC(C)C)=O)=O)C.O[CH2:39][C:40]1[CH:52]=[CH:51][C:43]([C:44]([O:46][C:47]([CH3:50])([CH3:49])[CH3:48])=[O:45])=[CH:42][CH:41]=1.C1(P(C2C=CC=CC=2)C2C=CC=CC=2)C=CC=CC=1. (3) Given the product [NH2:1][C:2]1[CH:7]=[CH:6][C:5]([S:8][C:10]2[CH:15]=[CH:14][N:13]=[C:12]([NH:16][C:17](=[O:23])[O:18][C:19]([CH3:21])([CH3:20])[CH3:22])[CH:11]=2)=[CH:4][CH:3]=1, predict the reactants needed to synthesize it. The reactants are: [NH2:1][C:2]1[CH:7]=[CH:6][C:5]([SH:8])=[CH:4][CH:3]=1.Cl[C:10]1[CH:15]=[CH:14][N:13]=[C:12]([NH:16][C:17](=[O:23])[O:18][C:19]([CH3:22])([CH3:21])[CH3:20])[CH:11]=1. (4) Given the product [CH3:56][O:55][C:54]1[CH:53]=[CH:52][N:51]=[CH:50][C:49]=1[C:46]1[CH:47]=[C:48]2[C:43](=[CH:44][CH:45]=1)[NH:42][N:41]=[C:40]2[NH:39][C:16]1[N:15]([CH:12]2[CH2:13][CH2:14][CH:9]([OH:8])[CH2:10][CH2:11]2)[C:19]2[CH:20]=[CH:21][C:22]([CH2:24][N:25]3[CH2:26][CH2:27][N:28]([CH2:31][CH2:32][C:33]4[CH:34]=[CH:35][N:36]=[CH:37][CH:38]=4)[CH2:29][CH2:30]3)=[CH:23][C:18]=2[N:17]=1, predict the reactants needed to synthesize it. The reactants are: [Si]([O:8][CH:9]1[CH2:14][CH2:13][CH:12]([N:15]2[C:19]3[CH:20]=[CH:21][C:22]([CH2:24][N:25]4[CH2:30][CH2:29][N:28]([CH2:31][CH2:32][C:33]5[CH:38]=[CH:37][N:36]=[CH:35][CH:34]=5)[CH2:27][CH2:26]4)=[CH:23][C:18]=3[N:17]=[C:16]2[NH:39][C:40]2[C:48]3[C:43](=[CH:44][CH:45]=[C:46]([C:49]4[CH:50]=[N:51][CH:52]=[CH:53][C:54]=4[O:55][CH3:56])[CH:47]=3)[N:42](COCC[Si](C)(C)C)[N:41]=2)[CH2:11][CH2:10]1)(C(C)(C)C)(C)C.